Task: Predict the product of the given reaction.. Dataset: Forward reaction prediction with 1.9M reactions from USPTO patents (1976-2016) (1) Given the reactants C=O.[F:3][C:4]1[CH:9]=[CH:8][C:7]([F:10])=[CH:6][C:5]=1/[CH:11]=[CH:12]/[CH2:13][NH:14][CH2:15][CH:16]([CH2:22][CH2:23][CH2:24][C:25]1[C:34]2[C:29](=[CH:30][CH:31]=[C:32]([O:35][CH3:36])[CH:33]=2)[N:28]=[CH:27][C:26]=1[F:37])[C:17]([O:19][CH2:20][CH3:21])=[O:18].[C:38](O[BH-](OC(=O)C)OC(=O)C)(=O)C.[Na+], predict the reaction product. The product is: [F:3][C:4]1[CH:9]=[CH:8][C:7]([F:10])=[CH:6][C:5]=1/[CH:11]=[CH:12]/[CH2:13][N:14]([CH2:15][CH:16]([CH2:22][CH2:23][CH2:24][C:25]1[C:34]2[C:29](=[CH:30][CH:31]=[C:32]([O:35][CH3:36])[CH:33]=2)[N:28]=[CH:27][C:26]=1[F:37])[C:17]([O:19][CH2:20][CH3:21])=[O:18])[CH3:38]. (2) Given the reactants [CH3:1][N:2]1[CH2:7][CH2:6][N:5]([C:8]([C:10]2[CH:15]=[CH:14][C:13]([C:16]3[N:17]=[CH:18][C:19]4[N:20]([C:22]([C:25]5[CH:26]=[C:27]([CH:33]=[CH:34][CH:35]=5)[C:28]([O:30]CC)=[O:29])=[CH:23][N:24]=4)[CH:21]=3)=[CH:12][CH:11]=2)=[O:9])[CH2:4][CH2:3]1.[Li+].[OH-], predict the reaction product. The product is: [CH3:1][N:2]1[CH2:7][CH2:6][N:5]([C:8]([C:10]2[CH:11]=[CH:12][C:13]([C:16]3[N:17]=[CH:18][C:19]4[N:20]([C:22]([C:25]5[CH:26]=[C:27]([CH:33]=[CH:34][CH:35]=5)[C:28]([OH:30])=[O:29])=[CH:23][N:24]=4)[CH:21]=3)=[CH:14][CH:15]=2)=[O:9])[CH2:4][CH2:3]1. (3) Given the reactants [CH3:1][O:2][C:3](=[O:15])[C:4]1[C:5](=[C:10](I)[CH:11]=[CH:12][CH:13]=1)[C:6]([O:8][CH3:9])=[O:7].[CH3:16][O:17][C:18]1[CH:24]=[CH:23][C:22]([O:25][CH3:26])=[CH:21][C:19]=1[NH2:20].C1C=CC(P(C2C(C3C(P(C4C=CC=CC=4)C4C=CC=CC=4)=CC=C4C=3C=CC=C4)=C3C(C=CC=C3)=CC=2)C2C=CC=CC=2)=CC=1.C(=O)([O-])[O-].[Cs+].[Cs+], predict the reaction product. The product is: [CH3:1][O:2][C:3](=[O:15])[C:4]1[C:5](=[C:10]([NH:20][C:19]2[CH:21]=[C:22]([O:25][CH3:26])[CH:23]=[CH:24][C:18]=2[O:17][CH3:16])[CH:11]=[CH:12][CH:13]=1)[C:6]([O:8][CH3:9])=[O:7]. (4) Given the reactants [C:1]([NH:4][C@@H:5]([CH2:11][CH2:12][CH:13]([Br:17])[CH2:14][CH2:15][CH3:16])[C:6]([O:8]CC)=[O:7])(=[O:3])[CH3:2].[OH-].[Na+], predict the reaction product. The product is: [C:1]([NH:4][CH:5]([CH2:11][CH2:12][CH:13]([Br:17])[CH2:14][CH2:15][CH3:16])[C:6]([OH:8])=[O:7])(=[O:3])[CH3:2]. (5) The product is: [CH3:2][O:3][C:4]([C:6]1[C:7]2[CH:8]3[CH:9]([NH:17][C:31](=[O:32])[O:18]3)[CH2:10][O:11][C:12]=2[C:13]([F:16])=[CH:14][CH:15]=1)=[O:5]. Given the reactants Cl.[CH3:2][O:3][C:4]([C:6]1[C:7]2[CH:8]([OH:18])[CH:9]([NH2:17])[CH2:10][O:11][C:12]=2[C:13]([F:16])=[CH:14][CH:15]=1)=[O:5].CCN(CC)CC.C1N=CN([C:31](N2C=NC=C2)=[O:32])C=1, predict the reaction product. (6) The product is: [C:42]1([CH:29]([C:23]2[CH:28]=[CH:27][CH:26]=[CH:25][CH:24]=2)[N:30]2[C:38]3[C:33](=[C:34]([F:39])[CH:35]=[CH:36][CH:37]=3)[C:32]([OH:40])([C:9]3[C:8]([OH:11])=[CH:7][C:3]4[O:4][CH2:5][CH2:6][O:1][C:2]=4[CH:10]=3)[C:31]2=[O:41])[CH:43]=[CH:44][CH:45]=[CH:46][CH:47]=1. Given the reactants [O:1]1[CH2:6][CH2:5][O:4][C:3]2[CH:7]=[C:8]([OH:11])[CH:9]=[CH:10][C:2]1=2.CC1SC2C=CC(O)=CC=2N=1.[C:23]1([CH:29]([C:42]2[CH:47]=[CH:46][CH:45]=[CH:44][CH:43]=2)[N:30]2[C:38]3[C:33](=[C:34]([F:39])[CH:35]=[CH:36][CH:37]=3)[C:32](=[O:40])[C:31]2=[O:41])[CH:28]=[CH:27][CH:26]=[CH:25][CH:24]=1.N1C2C(=CC=CC=2)C(=O)C1=O, predict the reaction product. (7) Given the reactants C(OC(N1CCC2N(C)C3C(C(F)(F)F)=CC(NC4C=CC=CN=4)=CC=3C2C1)=O)(C)(C)C.C(OC([N:40]1[CH2:56][CH2:55][C@@H:43]2[N:44]([CH3:54])[C:45]3[C:46]([C:52]#[N:53])=[CH:47][C:48](Br)=[CH:49][C:50]=3[C@@H:42]2[CH2:41]1)=O)(C)(C)C.[NH2:57][C:58]1[CH:59]=[N:60][CH:61]=[CH:62][CH:63]=1.CC([O-])(C)C.[Na+], predict the reaction product. The product is: [CH3:54][N:44]1[C:45]2[C:50](=[CH:49][C:48]([NH:57][C:58]3[CH:59]=[N:60][CH:61]=[CH:62][CH:63]=3)=[CH:47][C:46]=2[C:52]#[N:53])[C@@H:42]2[CH2:41][NH:40][CH2:56][CH2:55][C@H:43]12.